This data is from Peptide-MHC class II binding affinity with 134,281 pairs from IEDB. The task is: Regression. Given a peptide amino acid sequence and an MHC pseudo amino acid sequence, predict their binding affinity value. This is MHC class II binding data. (1) The peptide sequence is LQFRRIRGPRASVIP. The MHC is DRB1_1501 with pseudo-sequence DRB1_1501. The binding affinity (normalized) is 0.877. (2) The peptide sequence is AILRRRRRIAEPATC. The MHC is HLA-DQA10102-DQB10602 with pseudo-sequence HLA-DQA10102-DQB10602. The binding affinity (normalized) is 0.353. (3) The binding affinity (normalized) is 0.520. The peptide sequence is KTLNDETKKQVNLMG. The MHC is DRB4_0101 with pseudo-sequence DRB4_0103. (4) The peptide sequence is KVSDDITYVATATLP. The MHC is HLA-DQA10104-DQB10503 with pseudo-sequence HLA-DQA10104-DQB10503. The binding affinity (normalized) is 0.0875. (5) The peptide sequence is RVVHLYRNGKDQDGD. The MHC is HLA-DQA10301-DQB10302 with pseudo-sequence HLA-DQA10301-DQB10302. The binding affinity (normalized) is 0. (6) The peptide sequence is AIKAGTGGAYESYKF. The MHC is HLA-DQA10401-DQB10402 with pseudo-sequence HLA-DQA10401-DQB10402. The binding affinity (normalized) is 0.337. (7) The peptide sequence is EIYNMVKFRMIAGQE. The MHC is DRB1_1602 with pseudo-sequence DRB1_1602. The binding affinity (normalized) is 0.601.